From a dataset of Forward reaction prediction with 1.9M reactions from USPTO patents (1976-2016). Predict the product of the given reaction. (1) Given the reactants C(OC(=O)[NH:10][C@H:11]([C:13]1[CH:18]=[CH:17][CH:16]=[C:15]([N:19]2[CH2:24][CH2:23][O:22][CH:21]([CH2:25][NH:26][C:27]([O:29][C:30]([CH3:33])([CH3:32])[CH3:31])=[O:28])[CH2:20]2)[CH:14]=1)[CH3:12])C1C=CC=CC=1.[H][H], predict the reaction product. The product is: [C:30]([O:29][C:27](=[O:28])[NH:26][CH2:25][C@@H:21]1[O:22][CH2:23][CH2:24][N:19]([C:15]2[CH:16]=[CH:17][CH:18]=[C:13]([CH:11]([NH2:10])[CH3:12])[CH:14]=2)[CH2:20]1)([CH3:32])([CH3:31])[CH3:33]. (2) Given the reactants C([O-])([O-])=O.[Cs+].[Cs+].[O:7]([C:14]1[CH:19]=[CH:18][C:17]([C:20]2[C:24]([C:25]([O:27][CH2:28][CH3:29])=[O:26])=[CH:23][NH:22][N:21]=2)=[CH:16][CH:15]=1)[C:8]1[CH:13]=[CH:12][CH:11]=[CH:10][CH:9]=1.S(O[CH:41]1[CH2:45][CH2:44][N:43]([C:46]([O:48][C:49]([CH3:52])([CH3:51])[CH3:50])=[O:47])[CH2:42]1)(C1C=CC(C)=CC=1)(=O)=O, predict the reaction product. The product is: [CH2:28]([O:27][C:25]([C:24]1[C:20]([C:17]2[CH:16]=[CH:15][C:14]([O:7][C:8]3[CH:9]=[CH:10][CH:11]=[CH:12][CH:13]=3)=[CH:19][CH:18]=2)=[N:21][N:22]([CH:45]2[CH2:41][CH2:42][N:43]([C:46]([O:48][C:49]([CH3:52])([CH3:51])[CH3:50])=[O:47])[CH2:44]2)[CH:23]=1)=[O:26])[CH3:29]. (3) Given the reactants [F:1][C:2]1[C:3]([CH2:10][CH2:11][OH:12])=[C:4]([OH:9])[CH:5]=[CH:6][C:7]=1[F:8].C([O-])([O-])=O.[K+].[K+].Br[CH2:20][C:21]1[CH:26]=[CH:25][CH:24]=[CH:23][CH:22]=1.O, predict the reaction product. The product is: [CH2:20]([O:9][C:4]1[C:3]([CH2:10][CH2:11][OH:12])=[C:2]([F:1])[C:7]([F:8])=[CH:6][CH:5]=1)[C:21]1[CH:26]=[CH:25][CH:24]=[CH:23][CH:22]=1. (4) Given the reactants [C:1]([O:5][C:6]([N:8]1[CH2:13][CH2:12][C:11](=[O:14])[CH2:10][C@@H:9]1[CH3:15])=[O:7])([CH3:4])([CH3:3])[CH3:2].[CH2:16]([Mg]Br)[CH:17]=[CH2:18], predict the reaction product. The product is: [C:1]([O:5][C:6]([N:8]1[CH2:13][CH2:12][C:11]([CH2:18][CH:17]=[CH2:16])([OH:14])[CH2:10][C@@H:9]1[CH3:15])=[O:7])([CH3:4])([CH3:2])[CH3:3]. (5) Given the reactants S[C:2]1[CH:7]=CC=C[C:3]=1[OH:8].[C:9](/[C:11](=N/O)/[C:12]([O:14]C[C@@H]1COC(C)(C)O1)=[O:13])#N.C(N(CC)CC)C.[P:32]([O-])([O-])([O-])=O.N[C@@H](CC1C=CC=CC=1)C(=O)N[C@@H](C)C(=O)N(C)[C@@H](CC1C=CC=CC=1)C(=O)NCC(=O)N[C@@H](CC(C)C)C(=O)N[C@@H](C)C(=O)N[C@@H](C(C)C)C(=O)N[C@@H](CC1C=CC=CC=1)C(=O)N[C@H](C(=O)N([C@@H](C)C(N[C@@H](CO)C(NCC(N)=O)=O)=O)C)CC(=O)SCC1C=CC=CC=1.C(C1C=[CH:142][C:138]([C:139]([OH:141])=[O:140])=CC=1)CC.[OH2:144], predict the reaction product. The product is: [C:3]([CH2:2][CH2:7][P:32]([CH2:9][CH2:11][C:12]([OH:14])=[O:13])[CH2:142][CH2:138][C:139]([OH:141])=[O:140])([OH:8])=[O:144]. (6) Given the reactants [CH2:1]([O:13][C:14]1[C:23]2[C:18](=[CH:19][CH:20]=[CH:21][CH:22]=2)[C:17]([CH:24]=O)=[CH:16][CH:15]=1)[CH2:2][CH2:3][CH2:4][CH2:5][CH2:6][CH2:7][CH2:8][CH2:9][CH2:10][CH2:11][CH3:12].[F:26][C:27]([F:37])([F:36])[C:28]1[CH:35]=[CH:34][CH:33]=[CH:32][C:29]=1[CH2:30][NH2:31], predict the reaction product. The product is: [CH2:1]([O:13][C:14]1[C:23]2[C:18](=[CH:19][CH:20]=[CH:21][CH:22]=2)[C:17]([CH2:24][NH:31][CH2:30][C:29]2[CH:32]=[CH:33][CH:34]=[CH:35][C:28]=2[C:27]([F:26])([F:36])[F:37])=[CH:16][CH:15]=1)[CH2:2][CH2:3][CH2:4][CH2:5][CH2:6][CH2:7][CH2:8][CH2:9][CH2:10][CH2:11][CH3:12]. (7) Given the reactants Cl[C:2]1[C:3]2[C:4]3[C:5]4[CH:25]=[CH:24][C:23]([O:26][CH3:27])=[CH:22][C:6]=4[N:7]=[C:8]([NH:16][CH2:17][CH2:18][N:19]([CH3:21])[CH3:20])[C:9]=3[C:10](=[O:15])[C:11]=2[CH:12]=[CH:13][N:14]=1, predict the reaction product. The product is: [CH3:21][N:19]([CH3:20])[CH2:18][CH2:17][NH:16][C:8]1[C:9]2[C:10](=[O:15])[C:11]3[CH:12]=[CH:13][N:14]=[C:2]([NH:16][CH2:17][CH2:18][N:19]([CH3:21])[CH3:20])[C:3]=3[C:4]=2[C:5]2[CH:25]=[CH:24][C:23]([O:26][CH3:27])=[CH:22][C:6]=2[N:7]=1.